Dataset: NCI-60 drug combinations with 297,098 pairs across 59 cell lines. Task: Regression. Given two drug SMILES strings and cell line genomic features, predict the synergy score measuring deviation from expected non-interaction effect. (1) Drug 1: C1=NC2=C(N=C(N=C2N1C3C(C(C(O3)CO)O)F)Cl)N. Drug 2: CC1=C(N=C(N=C1N)C(CC(=O)N)NCC(C(=O)N)N)C(=O)NC(C(C2=CN=CN2)OC3C(C(C(C(O3)CO)O)O)OC4C(C(C(C(O4)CO)O)OC(=O)N)O)C(=O)NC(C)C(C(C)C(=O)NC(C(C)O)C(=O)NCCC5=NC(=CS5)C6=NC(=CS6)C(=O)NCCC[S+](C)C)O. Cell line: T-47D. Synergy scores: CSS=9.27, Synergy_ZIP=2.15, Synergy_Bliss=5.44, Synergy_Loewe=-1.04, Synergy_HSA=-0.556. (2) Drug 1: C1=C(C(=O)NC(=O)N1)N(CCCl)CCCl. Drug 2: C1=NC2=C(N=C(N=C2N1C3C(C(C(O3)CO)O)F)Cl)N. Cell line: SF-539. Synergy scores: CSS=43.7, Synergy_ZIP=-0.687, Synergy_Bliss=0.573, Synergy_Loewe=-5.64, Synergy_HSA=3.14.